Dataset: CYP1A2 inhibition data for predicting drug metabolism from PubChem BioAssay. Task: Regression/Classification. Given a drug SMILES string, predict its absorption, distribution, metabolism, or excretion properties. Task type varies by dataset: regression for continuous measurements (e.g., permeability, clearance, half-life) or binary classification for categorical outcomes (e.g., BBB penetration, CYP inhibition). Dataset: cyp1a2_veith. The compound is CCOc1c2ccc(C(=O)NCCCCc3ccccc3)cc2nn1C. The result is 1 (inhibitor).